Task: Predict the reactants needed to synthesize the given product.. Dataset: Full USPTO retrosynthesis dataset with 1.9M reactions from patents (1976-2016) (1) Given the product [CH2:1]([O:8][N:9]1[C:15](=[O:16])[N:14]2[CH2:17][C@H:10]1[CH2:11][CH2:12][C@H:13]2[C:18]([NH:21][O:22][CH:23]1[CH2:28][CH2:27][O:26][CH2:25][CH2:24]1)=[O:20])[C:2]1[CH:3]=[CH:4][CH:5]=[CH:6][CH:7]=1, predict the reactants needed to synthesize it. The reactants are: [CH2:1]([O:8][N:9]1[C:15](=[O:16])[N:14]2[CH2:17][C@H:10]1[CH2:11][CH2:12][C@H:13]2[C:18]([OH:20])=O)[C:2]1[CH:7]=[CH:6][CH:5]=[CH:4][CH:3]=1.[NH2:21][O:22][CH:23]1[CH2:28][CH2:27][O:26][CH2:25][CH2:24]1.ON1C2C=CC=CC=2N=N1.Cl.C(N=C=NCCCN(C)C)C. (2) Given the product [CH2:1]([OH:8])[C@@H:2]([C@@H:4]([CH2:6][OH:7])[OH:5])[OH:3].[CH:9]1[CH:14]=[C:13]2[C:15]([CH2:18][C@@:19]([OH:29])([C:26]([OH:28])=[O:27])[CH2:20][C@H:21]([NH2:25])[C:22]([OH:24])=[O:23])=[CH:16][NH:17][C:12]2=[CH:11][CH:10]=1, predict the reactants needed to synthesize it. The reactants are: [CH2:1]([OH:8])[C@@H:2]([C@@H:4]([CH2:6][OH:7])[OH:5])[OH:3].[CH:9]1[CH:14]=[C:13]2[C:15]([CH2:18][C@@:19]([OH:29])([C:26]([OH:28])=[O:27])[CH2:20][C@H:21]([NH2:25])[C:22]([OH:24])=[O:23])=[CH:16][NH:17][C:12]2=[CH:11][CH:10]=1.C(O)[C@@H]([C@@H](CO)O)O.C(O)[C@H]1O[C@H](O[C@]2(CO)O[C@H](CO)[C@@H](O)[C@@H]2O)[C@H](O)[C@@H](O)[C@@H]1O.